Dataset: Forward reaction prediction with 1.9M reactions from USPTO patents (1976-2016). Task: Predict the product of the given reaction. (1) Given the reactants [CH2:1]([O:8][C:9]1[CH:33]=[CH:32][C:12]([CH2:13][CH2:14][NH:15][C:16]([C:18]2[C:19]([NH:25][CH:26]3[CH2:31][CH2:30][CH2:29][CH2:28][CH2:27]3)=[N:20][C:21](Cl)=[N:22][CH:23]=2)=[O:17])=[CH:11][CH:10]=1)[C:2]1[CH:7]=[CH:6][CH:5]=[CH:4][CH:3]=1.[C-]#N.[Na+].[N:37]12CCN(CC1)C[CH2:38]2, predict the reaction product. The product is: [CH2:1]([O:8][C:9]1[CH:33]=[CH:32][C:12]([CH2:13][CH2:14][NH:15][C:16]([C:18]2[C:19]([NH:25][CH:26]3[CH2:31][CH2:30][CH2:29][CH2:28][CH2:27]3)=[N:20][C:21]([C:38]#[N:37])=[N:22][CH:23]=2)=[O:17])=[CH:11][CH:10]=1)[C:2]1[CH:7]=[CH:6][CH:5]=[CH:4][CH:3]=1. (2) The product is: [CH3:3][C:2]([C:21]1[N:25]([CH3:26])[C:24]([C:27]2[CH:32]=[CH:31][CH:30]=[CH:29][C:28]=2[C:33]([F:36])([F:35])[F:34])=[N:23][N:22]=1)([O:4][C:5]1[CH:10]=[CH:9][C:8]([C:11]2[O:15][N:14]=[C:13]([C:16]([OH:18])=[O:17])[N:12]=2)=[CH:7][CH:6]=1)[CH3:1]. Given the reactants [CH3:1][C:2]([C:21]1[N:25]([CH3:26])[C:24]([C:27]2[CH:32]=[CH:31][CH:30]=[CH:29][C:28]=2[C:33]([F:36])([F:35])[F:34])=[N:23][N:22]=1)([O:4][C:5]1[CH:10]=[CH:9][C:8]([C:11]2[O:15][N:14]=[C:13]([C:16]([O:18]CC)=[O:17])[N:12]=2)=[CH:7][CH:6]=1)[CH3:3].[OH-].[Na+].O.Cl, predict the reaction product. (3) Given the reactants [CH3:1][O:2][C:3](=[O:11])[C:4]1[CH:9]=[CH:8][CH:7]=[CH:6][C:5]=1[SH:10].C([O-])([O-])=O.[K+].[K+].[CH2:18](Br)[CH3:19], predict the reaction product. The product is: [CH3:1][O:2][C:3](=[O:11])[C:4]1[CH:9]=[CH:8][CH:7]=[CH:6][C:5]=1[S:10][CH2:18][CH3:19]. (4) Given the reactants [NH:1]1[C:9]2[C:4](=[CH:5][CH:6]=[CH:7][CH:8]=2)[C:3](/[CH:10]=[CH:11]/[C:12]2[CH:20]=[CH:19][C:15]([C:16]([OH:18])=O)=[CH:14][CH:13]=2)=[N:2]1.CN1CCOCC1.[ClH:28].C(N=C=NCCCN(C)C)C.O.ON1C2C=CC=CC=2N=N1.[CH3:51][O:52][CH2:53][CH2:54][N:55]1[CH2:60][CH2:59][NH:58][CH2:57][C:56]1=[O:61].C(OCC)(=O)C.Cl, predict the reaction product. The product is: [ClH:28].[NH:1]1[C:9]2[C:4](=[CH:5][CH:6]=[CH:7][CH:8]=2)[C:3](/[CH:10]=[CH:11]/[C:12]2[CH:13]=[CH:14][C:15]([C:16]([N:58]3[CH2:59][CH2:60][N:55]([CH2:54][CH2:53][O:52][CH3:51])[C:56](=[O:61])[CH2:57]3)=[O:18])=[CH:19][CH:20]=2)=[N:2]1. (5) Given the reactants C(O[C:4](=[O:13])[CH2:5][CH:6](OCC)OCC)C.Cl.[Cl:15][C:16]1[N:21]=[C:20]([C:22]([NH2:24])=[NH:23])[CH:19]=[CH:18][CH:17]=1.[OH-].[Na+], predict the reaction product. The product is: [Cl:15][C:16]1[N:21]=[C:20]([C:22]2[N:24]=[C:4]([OH:13])[CH:5]=[CH:6][N:23]=2)[CH:19]=[CH:18][CH:17]=1. (6) Given the reactants [F:1][C:2]1[CH:3]=[C:4]([CH2:9][CH2:10][OH:11])[CH:5]=[CH:6][C:7]=1[F:8].[H-].[Na+].Cl[C:15]1[CH:31]=[C:19]2[N:20]([C:24]([O:26][C:27]([CH3:30])([CH3:29])[CH3:28])=[O:25])[CH2:21][CH2:22][CH2:23][N:18]2[C:17](=[O:32])[N:16]=1, predict the reaction product. The product is: [F:1][C:2]1[CH:3]=[C:4]([CH:5]=[CH:6][C:7]=1[F:8])[CH2:9][CH2:10][O:11][C:15]1[CH:31]=[C:19]2[N:20]([C:24]([O:26][C:27]([CH3:28])([CH3:29])[CH3:30])=[O:25])[CH2:21][CH2:22][CH2:23][N:18]2[C:17](=[O:32])[N:16]=1. (7) Given the reactants C([SiH2][O:6][C:7](C)(C)[C:8]1[N:13]=[CH:12][C:11]([NH:14][C:15]2[N:20]=[C:19]([C:21]3[N:26]=[C:25]([C:27]#[N:28])[C:24]([N:29]4[CH2:33][CH2:32][C@H:31]([F:34])[CH2:30]4)=[CH:23][CH:22]=3)[CH:18]=[CH:17][N:16]=2)=[CH:10][CH:9]=1)(C)(C)C, predict the reaction product. The product is: [F:34][C@H:31]1[CH2:32][CH2:33][N:29]([C:24]2[C:25]([C:27]#[N:28])=[N:26][C:21]([C:19]3[CH:18]=[CH:17][N:16]=[C:15]([NH:14][C:11]4[CH:12]=[N:13][C:8]([CH2:7][OH:6])=[CH:9][CH:10]=4)[N:20]=3)=[CH:22][CH:23]=2)[CH2:30]1.